Dataset: Full USPTO retrosynthesis dataset with 1.9M reactions from patents (1976-2016). Task: Predict the reactants needed to synthesize the given product. The reactants are: [OH:1][NH:2][C:3]([C:5]1[CH:10]=[CH:9][C:8]([C:11]([F:14])([F:13])[F:12])=[CH:7][N:6]=1)=[NH:4].[F:15][C:16]([F:29])([F:28])[O:17][C:18]1[CH:26]=[C:22]([C:23](O)=O)[C:21]([OH:27])=[CH:20][CH:19]=1. Given the product [F:15][C:16]([F:28])([F:29])[O:17][C:18]1[CH:19]=[CH:20][C:21]([OH:27])=[C:22]([C:23]2[O:1][N:2]=[C:3]([C:5]3[CH:10]=[CH:9][C:8]([C:11]([F:12])([F:13])[F:14])=[CH:7][N:6]=3)[N:4]=2)[CH:26]=1, predict the reactants needed to synthesize it.